Dataset: Forward reaction prediction with 1.9M reactions from USPTO patents (1976-2016). Task: Predict the product of the given reaction. (1) The product is: [N:3]1([CH2:8][C:9]([CH2:16][O:17][CH2:18][CH2:19][CH2:20][CH2:21][CH2:22][CH2:23][CH2:24][CH2:25][CH2:26][CH2:27][CH2:28][CH2:29][CH2:30][CH3:31])([CH2:32][O:33][CH2:34][CH2:35][CH2:36][CH2:37][CH2:38][CH2:39][CH2:40][CH2:41][CH2:42][CH2:43][CH2:44][CH2:45][CH2:46][CH3:47])[CH2:10][N:11]2[CH2:15][CH2:14][CH2:13][CH2:12]2)[CH2:4][CH2:5][CH2:6][CH2:7]1. Given the reactants Cl.Cl.[N:3]1([CH2:8][C:9]([CH2:32][O:33][CH2:34][CH2:35][CH2:36][CH2:37][CH2:38][CH2:39][CH2:40][CH2:41][CH2:42][CH2:43][CH2:44][CH2:45][CH2:46][CH3:47])([CH2:16][O:17][CH2:18][CH2:19][CH2:20][CH2:21][CH2:22][CH2:23][CH2:24][CH2:25][CH2:26][CH2:27][CH2:28][CH2:29][CH2:30][CH3:31])[CH2:10][N:11]2[CH2:15][CH2:14][CH2:13][CH2:12]2)[CH2:7][CH2:6][CH2:5][CH2:4]1, predict the reaction product. (2) Given the reactants Br[C:2]1[C:10]2[C:9](=[O:11])[N:8]([CH3:12])[C:7](=[O:13])[N:6]([CH2:14][CH:15]([CH3:17])[CH3:16])[C:5]=2[S:4][C:3]=1[CH2:18][C:19]1[CH:24]=[CH:23][CH:22]=[CH:21][C:20]=1[C:25]([F:28])([F:27])[F:26].[CH3:29][C:30]([OH:34])([CH:32]=[CH2:33])[CH3:31], predict the reaction product. The product is: [OH:34][C:30]([CH3:31])([CH3:29])[CH:32]=[CH:33][C:2]1[C:10]2[C:9](=[O:11])[N:8]([CH3:12])[C:7](=[O:13])[N:6]([CH2:14][CH:15]([CH3:17])[CH3:16])[C:5]=2[S:4][C:3]=1[CH2:18][C:19]1[CH:24]=[CH:23][CH:22]=[CH:21][C:20]=1[C:25]([F:28])([F:27])[F:26]. (3) Given the reactants [CH3:1][S:2][C:3]1[CH:8]=[C:7]([NH2:9])[N:6]=[C:5]([NH2:10])[CH:4]=1.I[CH2:12][CH2:13][F:14].C([O-])([O-])=O.[Cs+].[Cs+], predict the reaction product. The product is: [F:14][CH2:13][CH2:12][NH:10][C:5]1[CH:4]=[C:3]([S:2][CH3:1])[CH:8]=[C:7]([NH2:9])[N:6]=1. (4) Given the reactants [CH:1]([C:4]1[CH:9]=[CH:8][CH:7]=[C:6]([C:10]2[CH:15]=[CH:14][CH:13]=[CH:12][CH:11]=2)[C:5]=1[OH:16])([CH3:3])[CH3:2].[H-].[Na+].[Cl:19][Ti:20](Cl)([Cl:31])[C:21]1([CH3:30])[C:25]([CH3:26])=[C:24]([CH3:27])[C:23]([CH3:28])=[C:22]1[CH3:29], predict the reaction product. The product is: [Cl:19][Ti:20]([Cl:31])([C:21]1([CH3:30])[C:22]([CH3:29])=[C:23]([CH3:28])[C:24]([CH3:27])=[C:25]1[CH3:26])[O:16][C:5]1[C:6]([C:10]2[CH:15]=[CH:14][CH:13]=[CH:12][CH:11]=2)=[CH:7][CH:8]=[CH:9][C:4]=1[CH:1]([CH3:3])[CH3:2]. (5) Given the reactants [Br:1][C:2]1[CH:7]=[CH:6][C:5]([C:8]([F:11])([F:10])[F:9])=[CH:4][C:3]=1[CH:12]([OH:14])[CH3:13].I(C1C=CC=CC=1C(O)=O)(=O)=O, predict the reaction product. The product is: [Br:1][C:2]1[CH:7]=[CH:6][C:5]([C:8]([F:10])([F:11])[F:9])=[CH:4][C:3]=1[C:12](=[O:14])[CH3:13]. (6) Given the reactants [C:1]([CH2:3][C:4]([OH:6])=O)#N.[C:7]1([C:13]2[CH:22]=C(C(O)=O)[C:20]3[C:15](=C[CH:17]=[CH:18][CH:19]=3)[N:14]=2)[CH:12]=[CH:11][CH:10]=[CH:9][CH:8]=1.CN(C(ON1N=NC2C=CC=CC1=2)=[N+](C)C)C.F[P-](F)(F)(F)(F)F.CCN(C(C)C)C(C)C.C(CC(NC1C=CC2C=CS(=O)(=O)C=2C=1)=O)#N.[CH3:76][C@H:77]([NH2:84])[C:78]1[CH:83]=[CH:82][CH:81]=[CH:80][CH:79]=1.ClC1C=CC(O)=C(C=1)C(O)=O, predict the reaction product. The product is: [C:78]1([C@@H:77]([NH:84][C:4]([C:3]2[C:1]3[C:15](=[CH:20][CH:19]=[CH:18][CH:17]=3)[N:14]=[C:13]([C:7]3[CH:8]=[CH:9][CH:10]=[CH:11][CH:12]=3)[CH:22]=2)=[O:6])[CH3:76])[CH:83]=[CH:82][CH:81]=[CH:80][CH:79]=1. (7) The product is: [NH2:1][C:2]1[C:10]2[CH2:9][CH2:8][N:7]([C:11]3[CH:16]=[CH:15][C:14]([O:17][CH3:18])=[CH:13][CH:12]=3)[C:6](=[O:19])[C:5]=2[N:4]([C:20](=[O:23])[CH2:38][CH2:37][N:34]2[CH2:35][CH2:36][N:31]([CH2:30][C:29]3[CH:42]=[CH:43][C:44]([O:48][CH3:49])=[C:45]([O:46][CH3:47])[C:28]=3[O:27][CH3:26])[CH2:32][CH2:33]2)[N:3]=1. Given the reactants [NH2:1][C:2]1[C:10]2[CH2:9][CH2:8][N:7]([C:11]3[CH:16]=[CH:15][C:14]([O:17][CH3:18])=[CH:13][CH:12]=3)[C:6](=[O:19])[C:5]=2[NH:4][N:3]=1.[C:20](=[O:23])([O-])[O-].[K+].[K+].[CH3:26][O:27][C:28]1[C:45]([O:46][CH3:47])=[C:44]([O:48][CH3:49])[CH:43]=[CH:42][C:29]=1[CH2:30][N:31]1[CH2:36][CH2:35][N:34]([C:37](=O)[CH2:38]CCl)[CH2:33][CH2:32]1, predict the reaction product.